From a dataset of Full USPTO retrosynthesis dataset with 1.9M reactions from patents (1976-2016). Predict the reactants needed to synthesize the given product. (1) Given the product [F:13][C:14]1[CH:20]=[CH:19][C:17]([NH:18][C:10]([C@@H:8]2[CH2:9][C@H:7]2[C:1]2[CH:2]=[CH:3][CH:4]=[CH:5][CH:6]=2)=[O:12])=[CH:16][CH:15]=1, predict the reactants needed to synthesize it. The reactants are: [C:1]1([CH:7]2[CH2:9][CH:8]2[C:10]([OH:12])=O)[CH:6]=[CH:5][CH:4]=[CH:3][CH:2]=1.[F:13][C:14]1[CH:20]=[CH:19][C:17]([NH2:18])=[CH:16][CH:15]=1. (2) Given the product [CH3:21][N:22]1[CH:26]=[C:25]([S:27]([N:17]2[CH2:16][CH2:15][C:14]3[C:19](=[CH:20][C:11]([CH:8]([CH2:7][C:1]4[CH:6]=[CH:5][CH:4]=[CH:3][CH:2]=4)[C:9]#[N:10])=[CH:12][CH:13]=3)[CH2:18]2)(=[O:29])=[O:28])[N:24]=[CH:23]1, predict the reactants needed to synthesize it. The reactants are: [C:1]1([CH2:7][CH:8]([C:11]2[CH:20]=[C:19]3[C:14]([CH2:15][CH2:16][NH:17][CH2:18]3)=[CH:13][CH:12]=2)[C:9]#[N:10])[CH:6]=[CH:5][CH:4]=[CH:3][CH:2]=1.[CH3:21][N:22]1[CH:26]=[C:25]([S:27](Cl)(=[O:29])=[O:28])[N:24]=[CH:23]1. (3) Given the product [NH2:2][C@H:3]([C:8]([NH:10][C@H:11]([C:16]([O:18][CH3:19])=[O:17])[CH2:12][CH:13]([CH3:14])[CH3:15])=[O:9])[CH2:4][CH:5]([CH3:6])[CH3:7].[ClH:1], predict the reactants needed to synthesize it. The reactants are: [ClH:1].[NH:2](C(OC(C)(C)C)=O)[C@H:3]([C:8]([NH:10][C@H:11]([C:16]([O:18][CH3:19])=[O:17])[CH2:12][CH:13]([CH3:15])[CH3:14])=[O:9])[CH2:4][CH:5]([CH3:7])[CH3:6].C(OCC)(=O)C.